Dataset: Catalyst prediction with 721,799 reactions and 888 catalyst types from USPTO. Task: Predict which catalyst facilitates the given reaction. (1) Reactant: O.O.S([C:7]1C=CC(C)=CC=1)(O)(=O)=O.[NH2:14][C:15]1[C:23]([I:24])=[CH:22][CH:21]=[CH:20][C:16]=1[C:17]([NH2:19])=[O:18].C([O-])([O-])OC.CN1C(=O)CCC1. Product: [I:24][C:23]1[CH:22]=[CH:21][CH:20]=[C:16]2[C:15]=1[NH:14][CH:7]=[N:19][C:17]2=[O:18]. The catalyst class is: 6. (2) Reactant: [CH3:1][O:2][C:3](=[O:19])/[CH:4]=[CH:5]/[C:6]1[C:15]2[C:10](=[CH:11][CH:12]=[CH:13][CH:14]=2)[C:9]([C:16]([OH:18])=[O:17])=[CH:8][CH:7]=1. Product: [CH3:1][O:2][C:3](=[O:19])[CH2:4][CH2:5][C:6]1[C:15]2[C:10](=[CH:11][CH:12]=[CH:13][CH:14]=2)[C:9]([C:16]([OH:18])=[O:17])=[CH:8][CH:7]=1. The catalyst class is: 63. (3) Reactant: [F:1][C:2]1[CH:3]=[C:4]([CH:12]2[CH2:17][CH2:16][NH:15][CH2:14][CH2:13]2)[CH:5]=[C:6]([S:8]([CH3:11])(=[O:10])=[O:9])[CH:7]=1.C(=O)([O-])[O-].[K+].[K+].I[CH2:25][CH2:26][CH3:27].O. Product: [F:1][C:2]1[CH:3]=[C:4]([CH:12]2[CH2:17][CH2:16][N:15]([CH2:25][CH2:26][CH3:27])[CH2:14][CH2:13]2)[CH:5]=[C:6]([S:8]([CH3:11])(=[O:10])=[O:9])[CH:7]=1. The catalyst class is: 10. (4) Reactant: [C:1](#[N:5])[CH2:2][C:3]#[N:4].[F-].[Cs+].[CH3:8][O:9][C:10](=[S:32])[NH:11][CH2:12][C:13]1[N:14]=[N:15][N:16]([C:18]2[CH:23]=[CH:22][C:21]([N:24]3[CH2:29][CH2:28][C:27](=O)[CH2:26][CH2:25]3)=[C:20]([F:31])[CH:19]=2)[CH:17]=1. Product: [CH3:8][O:9][C:10](=[S:32])[NH:11][CH2:12][C:13]1[N:14]=[N:15][N:16]([C:18]2[CH:23]=[CH:22][C:21]([N:24]3[CH2:29][CH2:28][C:27](=[C:2]([C:1]#[N:5])[C:3]#[N:4])[CH2:26][CH2:25]3)=[C:20]([F:31])[CH:19]=2)[CH:17]=1. The catalyst class is: 162. (5) Reactant: [Ca+2].[Cl:2][C:3]1[CH:38]=[CH:37][CH:36]=[CH:35][C:4]=1[O:5][C:6]1[CH2:10][N:9]([C@@H:11]([CH2:30][CH:31]([CH3:33])[CH3:32])[C:12]([NH:14][C:15]2[CH:19]=[CH:18][N:17]([CH2:20][C@@H:21]([OH:29])[CH2:22][C@@H:23]([OH:28])[CH2:24][C:25]([O-:27])=[O:26])[N:16]=2)=[O:13])[C:8](=[O:34])[CH:7]=1.[Cl:2][C:3]1[CH:38]=[CH:37][CH:36]=[CH:35][C:4]=1[O:5][C:6]1[CH2:10][N:9]([C@@H:11]([CH2:30][CH:31]([CH3:33])[CH3:32])[C:12]([NH:14][C:15]2[CH:19]=[CH:18][N:17]([CH2:20][C@@H:21]([OH:29])[CH2:22][C@@H:23]([OH:28])[CH2:24][C:25]([O-:27])=[O:26])[N:16]=2)=[O:13])[C:8](=[O:34])[CH:7]=1. Product: [Cl:2][C:3]1[CH:38]=[CH:37][CH:36]=[CH:35][C:4]=1[O:5][C:6]1[CH2:10][N:9]([C@@H:11]([CH2:30][CH:31]([CH3:33])[CH3:32])[C:12]([NH:14][C:15]2[CH:19]=[CH:18][N:17]([CH2:20][C@@H:21]([OH:29])[CH2:22][C@@H:23]([OH:28])[CH2:24][C:25]([OH:27])=[O:26])[N:16]=2)=[O:13])[C:8](=[O:34])[CH:7]=1. The catalyst class is: 33. (6) Reactant: OS(O)(=O)=O.[OH:6][C:7]1[CH:15]=[CH:14][C:10]([C:11]([OH:13])=[O:12])=[CH:9][C:8]=1[C:16]([F:19])([F:18])[F:17].[CH3:20]COC(C)=O. Product: [OH:6][C:7]1[CH:15]=[CH:14][C:10]([C:11]([O:13][CH3:20])=[O:12])=[CH:9][C:8]=1[C:16]([F:17])([F:18])[F:19]. The catalyst class is: 5. (7) The catalyst class is: 19. Product: [Cl:1][C:2]1[N:11]=[CH:10][C:9]([CH:12]2[CH2:16][CH2:15][CH2:14][CH2:13]2)=[CH:8][C:3]=1[C:4]([O:6][CH3:7])=[O:5]. Reactant: [Cl:1][C:2]1[N:11]=[CH:10][C:9]([CH:12]2[CH2:16][CH2:15][CH:14]=[CH:13]2)=[CH:8][C:3]=1[C:4]([O:6][CH3:7])=[O:5]. (8) The catalyst class is: 50. Product: [NH:8]1[CH2:13][CH2:12][CH:11]([N:14]2[CH2:19][CH2:18][N:17]([CH2:20][CH2:21][C:22]([O:24][CH2:25][CH3:26])=[O:23])[CH2:16][CH2:15]2)[CH2:10][CH2:9]1. Reactant: C([N:8]1[CH2:13][CH2:12][CH:11]([N:14]2[CH2:19][CH2:18][N:17]([CH2:20][CH2:21][C:22]([O:24][CH2:25][CH3:26])=[O:23])[CH2:16][CH2:15]2)[CH2:10][CH2:9]1)C1C=CC=CC=1.[H][H]. (9) Reactant: [Cl:1][C:2]1[CH:7]=[CH:6][C:5]([NH:8][C:9]2[O:13][C:12]([C:14]3[CH:19]=[CH:18][C:17]([OH:20])=[CH:16][CH:15]=3)=[N:11][N:10]=2)=[CH:4][C:3]=1[C:21]([F:24])([F:23])[F:22].[CH3:25][Si]([N-][Si](C)(C)C)(C)C.[K+].[C:35]([O-:38])([O-])=[O:36].[K+].[K+].Cl[C:42]1[CH:47]=[CH:46][N:45]=[C:44]([C:48]([NH2:50])=[O:49])[CH:43]=1. Product: [F:22][C:21]([F:24])([F:23])[C:35]([OH:38])=[O:36].[Cl:1][C:2]1[CH:7]=[CH:6][C:5]([NH:8][C:9]2[O:13][C:12]([C:14]3[CH:15]=[CH:16][C:17]([O:20][C:42]4[CH:47]=[CH:46][N:45]=[C:44]([C:48]([NH:50][CH3:25])=[O:49])[CH:43]=4)=[CH:18][CH:19]=3)=[N:11][N:10]=2)=[CH:4][C:3]=1[C:21]([F:22])([F:23])[F:24]. The catalyst class is: 121.